Dataset: Reaction yield outcomes from USPTO patents with 853,638 reactions. Task: Predict the reaction yield, written as a fraction of the theoretical maximum amount of product (1.0 means a 100% yield; for example, 0.34 means a 34% yield). (1) The reactants are [NH2:1][C:2]1[CH:23]=[CH:22][C:5]([O:6][C:7]2[CH:12]=[CH:11][N:10]=[C:9]([NH:13][C:14]([N:16]3[CH2:21][CH2:20][O:19][CH2:18][CH2:17]3)=[O:15])[CH:8]=2)=[C:4]([F:24])[CH:3]=1.[C:25]1([CH2:31][C:32]([N:34]=[C:35]=[S:36])=[O:33])[CH:30]=[CH:29][CH:28]=[CH:27][CH:26]=1. The catalyst is CN(C)C=O.C(OCC)C. The product is [F:24][C:4]1[CH:3]=[C:2]([NH:1][C:35]([NH:34][C:32](=[O:33])[CH2:31][C:25]2[CH:26]=[CH:27][CH:28]=[CH:29][CH:30]=2)=[S:36])[CH:23]=[CH:22][C:5]=1[O:6][C:7]1[CH:12]=[CH:11][N:10]=[C:9]([NH:13][C:14]([N:16]2[CH2:17][CH2:18][O:19][CH2:20][CH2:21]2)=[O:15])[CH:8]=1. The yield is 0.290. (2) The reactants are [CH3:1][C:2]1[O:6][N:5]=[C:4]([C:7]2[CH:12]=[CH:11][CH:10]=[CH:9][CH:8]=2)[C:3]=1[CH2:13][O:14][C:15]1[CH:23]=[CH:22][C:18]([C:19]([OH:21])=O)=[CH:17][N:16]=1.Cl.[N:25]1[N:29]2[CH2:30][CH2:31][CH2:32][NH:33][C:28]2=[CH:27][CH:26]=1. No catalyst specified. The product is [N:25]1[N:29]2[CH2:30][CH2:31][CH2:32][N:33]([C:19]([C:18]3[CH:17]=[N:16][C:15]([O:14][CH2:13][C:3]4[C:4]([C:7]5[CH:8]=[CH:9][CH:10]=[CH:11][CH:12]=5)=[N:5][O:6][C:2]=4[CH3:1])=[CH:23][CH:22]=3)=[O:21])[C:28]2=[CH:27][CH:26]=1. The yield is 0.310. (3) The reactants are [CH3:1][C:2]([CH3:20])=[CH:3][CH2:4][C:5]([C:14]1[CH:19]=[CH:18][CH:17]=[CH:16][CH:15]=1)([C:8]1[CH:13]=[CH:12][CH:11]=[CH:10][CH:9]=1)[CH2:6][NH2:7].[CH:21](=O)[C:22]1[CH:27]=[CH:26][CH:25]=[CH:24][CH:23]=1.[BH4-].[Na+]. No catalyst specified. The product is [CH2:21]([NH:7][CH2:6][C:5]([C:14]1[CH:19]=[CH:18][CH:17]=[CH:16][CH:15]=1)([C:8]1[CH:9]=[CH:10][CH:11]=[CH:12][CH:13]=1)[CH2:4][CH:3]=[C:2]([CH3:20])[CH3:1])[C:22]1[CH:27]=[CH:26][CH:25]=[CH:24][CH:23]=1. The yield is 0.560. (4) The reactants are Br.[CH3:2][O:3][C:4](=[O:23])[C:5]1[C:10]([NH:11][C:12]2[CH:17]=[CH:16][C:15]([Br:18])=[CH:14][C:13]=2[F:19])=[C:9]([F:20])[C:8]([O:21]C)=[N:7][CH:6]=1.C(O)(=O)C. The catalyst is O. The product is [CH3:2][O:3][C:4]([C:5]1[C:10]([NH:11][C:12]2[CH:17]=[CH:16][C:15]([Br:18])=[CH:14][C:13]=2[F:19])=[C:9]([F:20])[C:8](=[O:21])[NH:7][CH:6]=1)=[O:23]. The yield is 0.970. (5) The reactants are [F:1][C:2]1[CH:3]=[C:4]([CH:8]=[CH:9][CH:10]=1)[C:5](Cl)=[O:6].Cl.[C:12]1([C:18]2[N:22]=[C:21]([CH:23]3[CH2:28][CH2:27][CH2:26][NH:25][CH2:24]3)[O:20][N:19]=2)[CH:17]=[CH:16][CH:15]=[CH:14][CH:13]=1. The catalyst is CO. The product is [F:1][C:2]1[CH:3]=[C:4]([C:5]([N:25]2[CH2:26][CH2:27][CH2:28][CH:23]([C:21]3[O:20][N:19]=[C:18]([C:12]4[CH:17]=[CH:16][CH:15]=[CH:14][CH:13]=4)[N:22]=3)[CH2:24]2)=[O:6])[CH:8]=[CH:9][CH:10]=1. The yield is 0.530. (6) The reactants are [C:1]1([C:10]2[CH:15]=[CH:14][CH:13]=[CH:12][CH:11]=2)[CH:6]=[CH:5][CH:4]=[C:3]([C:7]([OH:9])=O)[CH:2]=1.C(Cl)(=O)C(Cl)=O.[F:22][C:23]([F:44])([F:43])[O:24][C:25]1[CH:30]=[CH:29][C:28]([N:31]2[CH:35]=[N:34][C:33]([C:36]3[CH:42]=[CH:41][C:39]([NH2:40])=[CH:38][CH:37]=3)=[N:32]2)=[CH:27][CH:26]=1.C(N(C(C)C)CC)(C)C. The catalyst is ClCCl.CN(C)C=O.O1CCCC1.C(OCC)(=O)C. The product is [F:44][C:23]([F:22])([F:43])[O:24][C:25]1[CH:26]=[CH:27][C:28]([N:31]2[CH:35]=[N:34][C:33]([C:36]3[CH:42]=[CH:41][C:39]([NH:40][C:7]([C:3]4[CH:2]=[C:1]([C:10]5[CH:15]=[CH:14][CH:13]=[CH:12][CH:11]=5)[CH:6]=[CH:5][CH:4]=4)=[O:9])=[CH:38][CH:37]=3)=[N:32]2)=[CH:29][CH:30]=1. The yield is 0.280.